From a dataset of Forward reaction prediction with 1.9M reactions from USPTO patents (1976-2016). Predict the product of the given reaction. (1) Given the reactants [F:1][C:2]1[CH:10]=[C:9]2[C:5]([CH2:6][CH2:7][N:8]2[C:11]([O:13][C:14]([CH3:17])([CH3:16])[CH3:15])=[O:12])=[CH:4][CH:3]=1.CN(CCN(C)C)C.[Li]C(CC)C.[C:31](=[O:33])=[O:32], predict the reaction product. The product is: [CH3:15][C:14]([O:13][C:11]([N:8]1[C:9]2[C:5](=[CH:4][CH:3]=[C:2]([F:1])[C:10]=2[C:31]([OH:33])=[O:32])[CH2:6][CH2:7]1)=[O:12])([CH3:17])[CH3:16]. (2) Given the reactants Cl.[NH2:2][OH:3].[OH2:4].[C:5]([O:9][C:10](O[C:10]([O:9][C:5]([CH3:8])([CH3:7])[CH3:6])=[O:11])=[O:11])([CH3:8])([CH3:7])[CH3:6].C(N(CC)CC)C.CCCCCCC.[CH3:34][C:35]([O:38][CH3:39])([CH3:37])[CH3:36], predict the reaction product. The product is: [C:10](=[O:11])([O:9][C:5]([CH3:8])([CH3:7])[CH3:6])[O:3][NH:2][C:39]([O:38][C:35]([CH3:37])([CH3:36])[CH3:34])=[O:4].